This data is from Catalyst prediction with 721,799 reactions and 888 catalyst types from USPTO. The task is: Predict which catalyst facilitates the given reaction. Reactant: [C:1]1(C)C=[CH:5][C:4](S([O-])(=O)=O)=[CH:3][CH:2]=1.[NH+]1[CH:5]=[CH:4][CH:3]=[CH:2][CH:1]=1.[CH3:18][O:19][C:20]1[CH:25]=[CH:24][C:23]([CH:26]([OH:28])[CH3:27])=[CH:22][CH:21]=1.C(=O)([O-])[O-:30].[Na+].[Na+]. Product: [CH3:18][O:19][C:20]1[CH:25]=[CH:24][C:23]([CH:26]([O:28][CH:5]2[CH2:4][CH2:3][CH2:2][CH2:1][O:30]2)[CH3:27])=[CH:22][CH:21]=1. The catalyst class is: 2.